This data is from Full USPTO retrosynthesis dataset with 1.9M reactions from patents (1976-2016). The task is: Predict the reactants needed to synthesize the given product. (1) Given the product [CH2:8]([C:12]1[N:13]=[C:14]([NH:22][CH2:23][C:24]2[CH:29]=[CH:28][C:27]([O:30][CH3:31])=[CH:26][C:25]=2[O:32][CH3:33])[C:15]2[NH:20][N:19]=[C:18]([C:39]#[C:38][CH2:37][CH2:36][CH2:35][Cl:34])[C:16]=2[N:17]=1)[CH2:9][CH2:10][CH3:11], predict the reactants needed to synthesize it. The reactants are: C(N(CC)CC)C.[CH2:8]([C:12]1[N:13]=[C:14]([NH:22][CH2:23][C:24]2[CH:29]=[CH:28][C:27]([O:30][CH3:31])=[CH:26][C:25]=2[O:32][CH3:33])[C:15]2[NH:20][N:19]=[C:18](I)[C:16]=2[N:17]=1)[CH2:9][CH2:10][CH3:11].[Cl:34][CH2:35][CH2:36][CH2:37][C:38]#[CH:39]. (2) Given the product [CH3:42][CH:41]([C:43]1[O:47][N:46]=[C:45]([CH2:48][S:49][C:50]2[S:51][CH:52]=[CH:53][N:54]=2)[C:44]=1[CH2:55][O:56][C:57]1[CH:58]=[C:59]2[C:63](=[CH:64][CH:65]=1)[N:62]([CH2:66][C:67]1[CH:68]=[C:69]([CH:74]=[CH:75][CH:76]=1)[C:70]([OH:72])=[O:71])[CH:61]=[CH:60]2)[CH3:40], predict the reactants needed to synthesize it. The reactants are: CC1C=CC=C(C)C=1OCC1C(COC2C=C3C(=CC=2)N(CC2C=C(C=CC=2)C(O)=O)C=C3)=C(C(C)C)ON=1.[CH3:40][CH:41]([C:43]1[O:47][N:46]=[C:45]([CH2:48][S:49][C:50]2[S:51][CH:52]=[CH:53][N:54]=2)[C:44]=1[CH2:55][O:56][C:57]1[CH:58]=[C:59]2[C:63](=[CH:64][CH:65]=1)[N:62]([CH2:66][C:67]1[CH:68]=[C:69]([CH:74]=[CH:75][CH:76]=1)[C:70]([O:72]C)=[O:71])[CH:61]=[CH:60]2)[CH3:42].[OH-].[Na+].Cl. (3) Given the product [Cl:1][C:2]1[N:3]=[C:4]([N:14]2[CH2:19][CH2:18][O:17][CH2:16][CH2:15]2)[C:5]2[S:10][C:9]([CH2:11][N:12]([CH2:21][CH2:20][S:22]([CH3:25])(=[O:24])=[O:23])[CH3:13])=[CH:8][C:6]=2[N:7]=1, predict the reactants needed to synthesize it. The reactants are: [Cl:1][C:2]1[N:3]=[C:4]([N:14]2[CH2:19][CH2:18][O:17][CH2:16][CH2:15]2)[C:5]2[S:10][C:9]([CH2:11][NH:12][CH3:13])=[CH:8][C:6]=2[N:7]=1.[CH:20]([S:22]([CH3:25])(=[O:24])=[O:23])=[CH2:21]. (4) Given the product [C:38]([O:42][C:43]([NH:44][CH2:45][CH2:46][NH:47][C:8]([C:7]1[CH:6]=[C:5]([CH:13]=[CH:12][CH:11]=1)[C:3]([O:2][CH3:1])=[O:4])=[O:10])=[O:48])([CH3:41])([CH3:40])[CH3:39], predict the reactants needed to synthesize it. The reactants are: [CH3:1][O:2][C:3]([C:5]1[CH:6]=[C:7]([CH:11]=[CH:12][CH:13]=1)[C:8]([OH:10])=O)=[O:4].CN(C(ON1N=NC2C=CC=NC1=2)=[N+](C)C)C.F[P-](F)(F)(F)(F)F.[C:38]([O:42][C:43](=[O:48])[NH:44][CH2:45][CH2:46][NH2:47])([CH3:41])([CH3:40])[CH3:39].